This data is from NCI-60 drug combinations with 297,098 pairs across 59 cell lines. The task is: Regression. Given two drug SMILES strings and cell line genomic features, predict the synergy score measuring deviation from expected non-interaction effect. (1) Drug 1: C1C(C(OC1N2C=C(C(=O)NC2=O)F)CO)O. Drug 2: CS(=O)(=O)CCNCC1=CC=C(O1)C2=CC3=C(C=C2)N=CN=C3NC4=CC(=C(C=C4)OCC5=CC(=CC=C5)F)Cl. Cell line: T-47D. Synergy scores: CSS=2.75, Synergy_ZIP=2.03, Synergy_Bliss=9.08, Synergy_Loewe=-3.05, Synergy_HSA=-2.28. (2) Drug 1: CN(C)N=NC1=C(NC=N1)C(=O)N. Drug 2: CC(C)CN1C=NC2=C1C3=CC=CC=C3N=C2N. Cell line: NCI/ADR-RES. Synergy scores: CSS=-6.08, Synergy_ZIP=0.839, Synergy_Bliss=-4.40, Synergy_Loewe=-6.97, Synergy_HSA=-6.70. (3) Drug 1: CC1CCC2CC(C(=CC=CC=CC(CC(C(=O)C(C(C(=CC(C(=O)CC(OC(=O)C3CCCCN3C(=O)C(=O)C1(O2)O)C(C)CC4CCC(C(C4)OC)O)C)C)O)OC)C)C)C)OC. Drug 2: CC(C)(C#N)C1=CC(=CC(=C1)CN2C=NC=N2)C(C)(C)C#N. Cell line: SNB-75. Synergy scores: CSS=0.909, Synergy_ZIP=-0.0674, Synergy_Bliss=-0.775, Synergy_Loewe=-1.58, Synergy_HSA=-1.11. (4) Drug 1: CCC1(CC2CC(C3=C(CCN(C2)C1)C4=CC=CC=C4N3)(C5=C(C=C6C(=C5)C78CCN9C7C(C=CC9)(C(C(C8N6C)(C(=O)OC)O)OC(=O)C)CC)OC)C(=O)OC)O.OS(=O)(=O)O. Drug 2: C1CCC(C(C1)N)N.C(=O)(C(=O)[O-])[O-].[Pt+4]. Cell line: HOP-92. Synergy scores: CSS=25.8, Synergy_ZIP=-6.68, Synergy_Bliss=-1.43, Synergy_Loewe=0.147, Synergy_HSA=-0.449. (5) Drug 1: CS(=O)(=O)C1=CC(=C(C=C1)C(=O)NC2=CC(=C(C=C2)Cl)C3=CC=CC=N3)Cl. Drug 2: C1CC(=O)NC(=O)C1N2CC3=C(C2=O)C=CC=C3N. Cell line: OVCAR-8. Synergy scores: CSS=3.57, Synergy_ZIP=0.214, Synergy_Bliss=1.48, Synergy_Loewe=-0.0972, Synergy_HSA=2.07. (6) Synergy scores: CSS=38.5, Synergy_ZIP=2.54, Synergy_Bliss=3.72, Synergy_Loewe=-29.3, Synergy_HSA=0.724. Drug 2: CC1C(C(CC(O1)OC2CC(CC3=C2C(=C4C(=C3O)C(=O)C5=C(C4=O)C(=CC=C5)OC)O)(C(=O)CO)O)N)O.Cl. Cell line: MOLT-4. Drug 1: CC1=C(C(CCC1)(C)C)C=CC(=CC=CC(=CC(=O)O)C)C. (7) Drug 1: C1=CC(=CC=C1CC(C(=O)O)N)N(CCCl)CCCl.Cl. Drug 2: CCCS(=O)(=O)NC1=C(C(=C(C=C1)F)C(=O)C2=CNC3=C2C=C(C=N3)C4=CC=C(C=C4)Cl)F. Cell line: NCI-H322M. Synergy scores: CSS=2.27, Synergy_ZIP=9.08, Synergy_Bliss=15.4, Synergy_Loewe=9.20, Synergy_HSA=8.60. (8) Drug 1: CNC(=O)C1=NC=CC(=C1)OC2=CC=C(C=C2)NC(=O)NC3=CC(=C(C=C3)Cl)C(F)(F)F. Drug 2: CC(C)CN1C=NC2=C1C3=CC=CC=C3N=C2N. Cell line: HL-60(TB). Synergy scores: CSS=7.72, Synergy_ZIP=2.35, Synergy_Bliss=-1.44, Synergy_Loewe=0.801, Synergy_HSA=-2.92. (9) Drug 1: CNC(=O)C1=CC=CC=C1SC2=CC3=C(C=C2)C(=NN3)C=CC4=CC=CC=N4. Drug 2: CC1=CC=C(C=C1)C2=CC(=NN2C3=CC=C(C=C3)S(=O)(=O)N)C(F)(F)F. Cell line: A549. Synergy scores: CSS=11.5, Synergy_ZIP=-1.40, Synergy_Bliss=1.56, Synergy_Loewe=-1.50, Synergy_HSA=1.50. (10) Drug 1: CC1=C(C=C(C=C1)NC2=NC=CC(=N2)N(C)C3=CC4=NN(C(=C4C=C3)C)C)S(=O)(=O)N.Cl. Drug 2: C1CC(C1)(C(=O)O)C(=O)O.[NH2-].[NH2-].[Pt+2]. Synergy scores: CSS=2.31, Synergy_ZIP=-2.09, Synergy_Bliss=3.48, Synergy_Loewe=1.84, Synergy_HSA=2.02. Cell line: EKVX.